This data is from Full USPTO retrosynthesis dataset with 1.9M reactions from patents (1976-2016). The task is: Predict the reactants needed to synthesize the given product. Given the product [CH2:1]([O:8][C:9](=[O:10])[NH:11][C:12]([C:14](=[O:15])[N:19]([CH3:20])[CH3:18])([CH3:17])[CH3:13])[C:2]1[CH:7]=[CH:6][CH:5]=[CH:4][CH:3]=1, predict the reactants needed to synthesize it. The reactants are: [CH2:1]([O:8][C:9]([NH:11][C:12]([CH3:17])([C:14](O)=[O:15])[CH3:13])=[O:10])[C:2]1[CH:7]=[CH:6][CH:5]=[CH:4][CH:3]=1.[CH3:18][NH:19][CH3:20].